From a dataset of Full USPTO retrosynthesis dataset with 1.9M reactions from patents (1976-2016). Predict the reactants needed to synthesize the given product. (1) Given the product [ClH:39].[N:1]1[CH:6]=[CH:5][C:4]([CH2:7][NH:8][C:9]([C:11]2[S:19][C:18]3[N:13]([C:14](=[O:22])[N:15]([CH2:24][C:25]4[CH:30]=[CH:29][C:28]([C:31]([N:33]5[CH2:38][CH2:37][O:36][CH2:35][CH2:34]5)=[O:32])=[CH:27][CH:26]=4)[C:16](=[O:21])[C:17]=3[CH3:20])[CH:12]=2)=[O:10])=[CH:3][CH:2]=1, predict the reactants needed to synthesize it. The reactants are: [N:1]1[CH:6]=[CH:5][C:4]([CH2:7][NH:8][C:9]([C:11]2[S:19][C:18]3[N:13]([C:14](=[O:22])[NH:15][C:16](=[O:21])[C:17]=3[CH3:20])[CH:12]=2)=[O:10])=[CH:3][CH:2]=1.Br[CH2:24][C:25]1[CH:30]=[CH:29][C:28]([C:31]([N:33]2[CH2:38][CH2:37][O:36][CH2:35][CH2:34]2)=[O:32])=[CH:27][CH:26]=1.[ClH:39]. (2) Given the product [O:1]=[CH:2][CH2:3][C:4]1[CH:5]=[C:6]2[C:10](=[CH:11][CH:12]=1)[CH2:9][N:8]([C:13]([O:15][CH2:16][C:17]1[CH:22]=[CH:21][CH:20]=[CH:19][CH:18]=1)=[O:14])[CH2:7]2, predict the reactants needed to synthesize it. The reactants are: [OH:1][CH:2](CO)[CH2:3][C:4]1[CH:5]=[C:6]2[C:10](=[CH:11][CH:12]=1)[CH2:9][N:8]([C:13]([O:15][CH2:16][C:17]1[CH:22]=[CH:21][CH:20]=[CH:19][CH:18]=1)=[O:14])[CH2:7]2.I([O-])(=O)(=O)=O.[Na+]. (3) Given the product [O:20]1[C:21]2[CH:27]=[CH:26][CH:25]=[CH:24][C:22]=2[N:23]=[C:19]1[NH:1][C@H:2]1[CH2:5][C@H:4]([N:6]2[C:10]3=[N:11][CH:12]=[CH:13][N:14]=[C:9]3[C:8]([CH3:15])([CH3:16])[C:7]2=[O:17])[CH2:3]1, predict the reactants needed to synthesize it. The reactants are: [NH2:1][C@H:2]1[CH2:5][C@H:4]([N:6]2[C:10]3=[N:11][CH:12]=[CH:13][N:14]=[C:9]3[C:8]([CH3:16])([CH3:15])[C:7]2=[O:17])[CH2:3]1.Cl[C:19]1[O:20][C:21]2[CH:27]=[CH:26][CH:25]=[CH:24][C:22]=2[N:23]=1.C(N(C(C)C)CC)(C)C. (4) Given the product [C:10]1([C@@H:9]([OH:17])[CH3:8])[CH:15]=[CH:14][CH:13]=[CH:12][CH:11]=1, predict the reactants needed to synthesize it. The reactants are: C1(C)C=CC=CC=1.[CH2:8]=[CH:9][C:10]1[CH:15]=[CH:14][CH:13]=[CH:12][CH:11]=1.[B]1OC2C(=CC=CC=2)[O:17]1. (5) Given the product [N:28]([CH2:6][C:7]1([CH3:27])[CH2:12][CH2:11][C:10]([F:26])([S:13]([C:16]2[CH:21]=[CH:20][CH:19]=[C:18]([C:22]([F:25])([F:24])[F:23])[CH:17]=2)(=[O:15])=[O:14])[CH2:9][CH2:8]1)=[N+:29]=[N-:30], predict the reactants needed to synthesize it. The reactants are: CS(O[CH2:6][C:7]1([CH3:27])[CH2:12][CH2:11][C:10]([F:26])([S:13]([C:16]2[CH:21]=[CH:20][CH:19]=[C:18]([C:22]([F:25])([F:24])[F:23])[CH:17]=2)(=[O:15])=[O:14])[CH2:9][CH2:8]1)(=O)=O.[N-:28]=[N+:29]=[N-:30].[Na+]. (6) Given the product [O:19]=[C:5]1[N:6]([CH2:9][C:10]2[S:11][C:12]([C:15]([F:18])([F:17])[F:16])=[CH:13][CH:14]=2)[CH:7]=[N:8][C:3]([N:21]2[CH2:22][CH2:23][C:24]3[C:29](=[CH:28][C:27]([C:30]#[N:31])=[CH:26][CH:25]=3)[CH2:20]2)=[N:4]1, predict the reactants needed to synthesize it. The reactants are: CS[C:3]1[N:8]=[CH:7][N:6]([CH2:9][C:10]2[S:11][C:12]([C:15]([F:18])([F:17])[F:16])=[CH:13][CH:14]=2)[C:5](=[O:19])[N:4]=1.[CH2:20]1[C:29]2[C:24](=[CH:25][CH:26]=[C:27]([C:30]#[N:31])[CH:28]=2)[CH2:23][CH2:22][NH:21]1. (7) Given the product [ClH:52].[ClH:52].[ClH:52].[NH2:44][C:40]1([C:37]2[CH:36]=[CH:35][C:34]([N:33]3[C:11]4=[N:12][C:13]([C:16]5[CH:17]=[C:18]([N:22]6[CH2:27][CH2:26][CH:25]([N:28]([CH3:32])[C:29](=[O:31])[CH3:30])[CH2:24][CH2:23]6)[CH:19]=[CH:20][CH:21]=5)=[CH:14][CH:15]=[C:10]4[N:9]=[C:8]3[C:7]3[C:2]([NH2:1])=[N:3][CH:4]=[CH:5][CH:6]=3)=[CH:39][CH:38]=2)[CH2:41][CH2:42][CH2:43]1, predict the reactants needed to synthesize it. The reactants are: [NH2:1][C:2]1[C:7]([C:8]2[N:33]([C:34]3[CH:39]=[CH:38][C:37]([C:40]4([NH:44]C(=O)OC(C)(C)C)[CH2:43][CH2:42][CH2:41]4)=[CH:36][CH:35]=3)[C:11]3=[N:12][C:13]([C:16]4[CH:21]=[CH:20][CH:19]=[C:18]([N:22]5[CH2:27][CH2:26][CH:25]([N:28]([CH3:32])[C:29](=[O:31])[CH3:30])[CH2:24][CH2:23]5)[CH:17]=4)=[CH:14][CH:15]=[C:10]3[N:9]=2)=[CH:6][CH:5]=[CH:4][N:3]=1.[ClH:52].O1CCOCC1. (8) Given the product [CH:16]([N:7]1[C:8]2[C:13](=[CH:12][CH:11]=[C:10]([S:14][CH3:15])[CH:9]=2)[C:5]([C:3]([OH:4])=[O:21])=[CH:6]1)([CH3:18])[CH3:17], predict the reactants needed to synthesize it. The reactants are: FC(F)(F)[C:3]([C:5]1[C:13]2[C:8](=[CH:9][C:10]([S:14][CH3:15])=[CH:11][CH:12]=2)[N:7]([CH:16]([CH3:18])[CH3:17])[CH:6]=1)=[O:4].[OH-:21].[Na+]. (9) Given the product [F:24][C:18]1[C:19]([F:23])=[CH:20][CH:21]=[CH:22][C:17]=1[N:16]1[C:12]([C:11]2[C:6]([NH2:5])=[N:7][CH:8]=[CH:9][CH:10]=2)=[N:13][N:14]=[N:15]1, predict the reactants needed to synthesize it. The reactants are: C([NH:5][C:6]1[C:11]([C:12]2[N:16]([C:17]3[CH:22]=[CH:21][CH:20]=[C:19]([F:23])[C:18]=3[F:24])[N:15]=[N:14][N:13]=2)=[CH:10][CH:9]=[CH:8][N:7]=1)(C)(C)C.Cl.[OH-].[Na+].